This data is from Catalyst prediction with 721,799 reactions and 888 catalyst types from USPTO. The task is: Predict which catalyst facilitates the given reaction. (1) Reactant: [OH:1][C:2]1[C:11]2[C:6](=[CH:7][CH:8]=[C:9]([C:12]([O:14][CH3:15])=[O:13])[CH:10]=2)[N:5]=[CH:4][CH:3]=1.[Cl:16]N1C(=O)CCC1=O.C(O)(=O)C. Product: [Cl:16][C:3]1[CH:4]=[N:5][C:6]2[C:11]([C:2]=1[OH:1])=[CH:10][C:9]([C:12]([O:14][CH3:15])=[O:13])=[CH:8][CH:7]=2. The catalyst class is: 6. (2) Reactant: [CH3:1][O:2][C:3]1[CH:11]=[CH:10][CH:9]=[CH:8][C:4]=1[C:5]([OH:7])=O.C1C=CC2N(O)N=NC=2C=1.C(Cl)CCl.[NH2:26][CH2:27][C:28]([C:31]1[CH:36]=[CH:35][C:34]([NH:37][C:38](=[O:49])[C:39]2[CH:44]=[CH:43][C:42]([O:45][CH3:46])=[C:41]([O:47][CH3:48])[CH:40]=2)=[CH:33][CH:32]=1)([CH3:30])[CH3:29]. Product: [CH3:48][O:47][C:41]1[CH:40]=[C:39]([CH:44]=[CH:43][C:42]=1[O:45][CH3:46])[C:38]([NH:37][C:34]1[CH:33]=[CH:32][C:31]([C:28]([CH3:30])([CH3:29])[CH2:27][NH:26][C:5](=[O:7])[C:4]2[CH:8]=[CH:9][CH:10]=[CH:11][C:3]=2[O:2][CH3:1])=[CH:36][CH:35]=1)=[O:49]. The catalyst class is: 2. (3) Reactant: C(O[C:6](=O)[N:7]([C@@:9]12[CH2:14][CH:13]1[CH2:12][N:11]([C:15](=[O:34])[N:16]([C@H:18]([C:20]1[CH:25]=[C:24]([C:26]([F:29])([F:28])[F:27])[CH:23]=[C:22]([C:30]([F:33])([F:32])[F:31])[CH:21]=1)[CH3:19])[CH3:17])[C@H:10]2[C:35]1[CH:40]=[CH:39][CH:38]=[CH:37][CH:36]=1)C)(C)(C)C.FC(F)(F)C(O)=O. Product: [F:28][C:26]([F:27])([F:29])[C:24]1[CH:25]=[C:20]([C@@H:18]([N:16]([CH3:17])[C:15]([N:11]2[CH2:12][CH:13]3[C@@:9]([NH:7][CH3:6])([CH2:14]3)[C@@H:10]2[C:35]2[CH:36]=[CH:37][CH:38]=[CH:39][CH:40]=2)=[O:34])[CH3:19])[CH:21]=[C:22]([C:30]([F:31])([F:32])[F:33])[CH:23]=1. The catalyst class is: 2.